Dataset: Reaction yield outcomes from USPTO patents with 853,638 reactions. Task: Predict the reaction yield, written as a fraction of the theoretical maximum amount of product (1.0 means a 100% yield; for example, 0.34 means a 34% yield). (1) The reactants are [C:1]([C:3]1[CH:4]=[C:5]([C:16]([O:18]C)=[O:17])[C:6]2[C:7]([CH3:15])=[CH:8][N:9]([CH:12]([CH3:14])[CH3:13])[C:10]=2[CH:11]=1)#[N:2].CO.[OH-].[Na+]. The catalyst is C1COCC1. The product is [C:1]([C:3]1[CH:4]=[C:5]([C:16]([OH:18])=[O:17])[C:6]2[C:7]([CH3:15])=[CH:8][N:9]([CH:12]([CH3:14])[CH3:13])[C:10]=2[CH:11]=1)#[N:2]. The yield is 0.642. (2) The reactants are [F:1][C:2]1[CH:8]=[C:7]([O:9][C:10]2[C:19]3[C:14](=[CH:15][C:16]([O:22][CH2:23][CH2:24][CH2:25][N:26]4[CH2:31][CH2:30][O:29][CH2:28][CH2:27]4)=[C:17]([O:20][CH3:21])[CH:18]=3)[N:13]=[CH:12][CH:11]=2)[CH:6]=[CH:5][C:3]=1[NH2:4].C(N(CC)CC)C.ClC(Cl)(O[C:43](=[O:49])OC(Cl)(Cl)Cl)Cl.[F:51][C:52]1[CH:53]=[C:54]([CH:59]([NH2:61])[CH3:60])[CH:55]=[CH:56][C:57]=1[F:58]. The catalyst is C(Cl)(Cl)Cl. The product is [F:51][C:52]1[CH:53]=[C:54]([CH:59]([NH:61][C:43]([NH:4][C:3]2[CH:5]=[CH:6][C:7]([O:9][C:10]3[C:19]4[C:14](=[CH:15][C:16]([O:22][CH2:23][CH2:24][CH2:25][N:26]5[CH2:27][CH2:28][O:29][CH2:30][CH2:31]5)=[C:17]([O:20][CH3:21])[CH:18]=4)[N:13]=[CH:12][CH:11]=3)=[CH:8][C:2]=2[F:1])=[O:49])[CH3:60])[CH:55]=[CH:56][C:57]=1[F:58]. The yield is 0.600. (3) The reactants are [OH:1][N:2]=[C:3](Cl)[C:4]1[CH:15]=[CH:14][C:7]2[B:8]([OH:13])[O:9][C:10]([CH3:12])([CH3:11])[C:6]=2[CH:5]=1.[Cl:17][C:18]1[CH:23]=[C:22]([C:24]([C:26]([F:29])([F:28])[F:27])=[CH2:25])[CH:21]=[C:20]([Cl:30])[CH:19]=1. The catalyst is CN(C=O)C. The product is [Cl:17][C:18]1[CH:23]=[C:22]([C:24]2([C:26]([F:29])([F:27])[F:28])[O:1][N:2]=[C:3]([C:4]3[CH:15]=[CH:14][C:7]4[B:8]([OH:13])[O:9][C:10]([CH3:12])([CH3:11])[C:6]=4[CH:5]=3)[CH2:25]2)[CH:21]=[C:20]([Cl:30])[CH:19]=1. The yield is 0.640. (4) The yield is 0.625. The reactants are C(S[C:9]1[CH:10]=[C:11]2[C:16](=[CH:17][C:18]=1[F:19])[C:15]([C:20]1[C:25]([O:26][CH3:27])=[CH:24][C:23]([C:28]3[CH:33]=[CH:32][CH:31]=[C:30]([F:34])[CH:29]=3)=[C:22]([Cl:35])[CH:21]=1)=[N:14][CH:13]=[CH:12]2)C1C=CC=CC=1.ClN1C(C)(C)C(=O)N(Cl)C1=O.[S:47](Cl)(Cl)(=[O:49])=[O:48].[F:52][C:53]1[C:58]([F:59])=[C:57]([F:60])[C:56]([F:61])=[C:55]([F:62])[C:54]=1[OH:63].C(N(CC)CC)C. The catalyst is O.C(O)(=O)C.C(Cl)Cl. The product is [Cl:35][C:22]1[CH:21]=[C:20]([C:15]2[C:16]3[C:11](=[CH:10][C:9]([S:47]([O:63][C:54]4[C:53]([F:52])=[C:58]([F:59])[C:57]([F:60])=[C:56]([F:61])[C:55]=4[F:62])(=[O:49])=[O:48])=[C:18]([F:19])[CH:17]=3)[CH:12]=[CH:13][N:14]=2)[C:25]([O:26][CH3:27])=[CH:24][C:23]=1[C:28]1[CH:33]=[CH:32][CH:31]=[C:30]([F:34])[CH:29]=1. (5) The reactants are [NH2:1][CH:2]1[CH2:7][CH2:6][C:5]([CH3:9])([OH:8])[CH2:4][CH2:3]1.[F:10][C:11]1[CH:16]=[CH:15][C:14]([F:17])=[CH:13][C:12]=1[C@H:18]1[CH2:22][CH2:21][CH2:20][N:19]1[C:23]1[CH:28]=[CH:27][N:26]2[N:29]=[CH:30][C:31]([C:32](O)=[O:33])=[C:25]2[N:24]=1. No catalyst specified. The product is [F:10][C:11]1[CH:16]=[CH:15][C:14]([F:17])=[CH:13][C:12]=1[C@H:18]1[CH2:22][CH2:21][CH2:20][N:19]1[C:23]1[CH:28]=[CH:27][N:26]2[N:29]=[CH:30][C:31]([C:32]([NH:1][CH:2]3[CH2:7][CH2:6][C:5]([OH:8])([CH3:9])[CH2:4][CH2:3]3)=[O:33])=[C:25]2[N:24]=1. The yield is 0.380. (6) The reactants are [NH2:1][C:2]1[CH:3]=[CH:4][CH:5]=[C:6]2[C:11]=1[N:10]=[C:9]([C:12]1[CH:17]=[CH:16][CH:15]=[C:14]([C:18]([F:21])([F:20])[F:19])[CH:13]=1)[NH:8][C:7]2=[O:22].[N:23]1[CH:28]=[CH:27]N=[CH:25][C:24]=1[C:29]([OH:31])=O.[CH3:32]N(C(ON1N=NC2C=CC=NC1=2)=[N+](C)C)C.F[P-](F)(F)(F)(F)F.CCN(C(C)C)C(C)C. The catalyst is CC(N(C)C)=O.O. The product is [O:22]=[C:7]1[C:6]2[C:11](=[C:2]([NH:1][C:29](=[O:31])[C:24]3[CH:25]=[CH:32][CH:27]=[CH:28][N:23]=3)[CH:3]=[CH:4][CH:5]=2)[N:10]=[C:9]([C:12]2[CH:17]=[CH:16][CH:15]=[C:14]([C:18]([F:21])([F:20])[F:19])[CH:13]=2)[NH:8]1. The yield is 0.860. (7) The reactants are [C:1]([O:6][C@@H:7]([C:9]1[N:14]=[C:13](Cl)[CH:12]=[CH:11][N:10]=1)[CH3:8])(=[O:5])[CH2:2][CH2:3][CH3:4].C(N(CC)CC)C.[N:23]1([C:29]2[O:30][C:31]3[C:36]([N:37]=2)=[CH:35][CH:34]=[CH:33][N:32]=3)[CH2:28][CH2:27][NH:26][CH2:25][CH2:24]1. The catalyst is C(O)(C)C. The product is [C:1]([O:6][C@@H:7]([C:9]1[N:14]=[C:13]([N:26]2[CH2:25][CH2:24][N:23]([C:29]3[O:30][C:31]4[C:36]([N:37]=3)=[CH:35][CH:34]=[CH:33][N:32]=4)[CH2:28][CH2:27]2)[CH:12]=[CH:11][N:10]=1)[CH3:8])(=[O:5])[CH2:2][CH2:3][CH3:4]. The yield is 0.940. (8) The reactants are [Br:1][C:2]1[CH:3]=[CH:4][C:5]2[C:11](=O)/[C:10](=[CH:13]/[N:14](C)C)/[CH2:9][CH2:8][O:7][C:6]=2[CH:17]=1.Cl.Cl.[NH2:20]N. The catalyst is C(O)(C)C.O. The product is [Br:1][C:2]1[CH:3]=[CH:4][C:5]2[C:11]3[C:10]([CH2:9][CH2:8][O:7][C:6]=2[CH:17]=1)=[CH:13][NH:14][N:20]=3. The yield is 0.900. (9) The reactants are C[O:2][C:3](=[O:27])[C:4]1[CH:9]=[CH:8][C:7]([S:10]([N:13]2[C:21]3[C:16](=[CH:17][CH:18]=[CH:19][CH:20]=3)[C:15]([CH:22]3[CH2:26][CH2:25][CH2:24][CH2:23]3)=[N:14]2)(=[O:12])=[O:11])=[CH:6][CH:5]=1.[OH-].[Na+].Cl. The catalyst is C1COCC1. The product is [CH:22]1([C:15]2[C:16]3[C:21](=[CH:20][CH:19]=[CH:18][CH:17]=3)[N:13]([S:10]([C:7]3[CH:8]=[CH:9][C:4]([C:3]([OH:27])=[O:2])=[CH:5][CH:6]=3)(=[O:11])=[O:12])[N:14]=2)[CH2:23][CH2:24][CH2:25][CH2:26]1. The yield is 0.630.